From a dataset of Drug-target binding data from BindingDB using Ki measurements. Regression. Given a target protein amino acid sequence and a drug SMILES string, predict the binding affinity score between them. We predict pKi (pKi = -log10(Ki in M); higher means stronger inhibition). Dataset: bindingdb_ki. (1) The drug is C[C@@H](OP(=O)(O)OP(=O)(O)OP(=O)(O)O)[C@H]1OC(n2cnc3c(N)ncnc32)[C@H](O)[C@@H]1O. The target protein (P29410) has sequence MAPNALAPEPEHPEGIRAVLLGPPGAGKGTQAPKLAENFCVCHLATGDMLRAMVASGSELGKKLKATMDAGKLVSDEMVVELIEKNLETPSCKNGFLLDGFPRTVKQAEMLDDLMDKRKEKLDSVIEFSIQDSLLIRRITGRLIHPKSGRSYHEEFNPPKEAMKDDITGEPLIRRSDDNEKALKTRLEAYHTQTTPLVEYYRKRGIHCAIDASQTPDVVFASILAAFSKATCKDLVMFV. The pKi is 2.7. (2) The compound is NC(=O)[C@@H](Cc1ccccc1)NC(=O)[C@@H](CCCN=C(N)N)NC(=O)C(c1ccccc1)c1ccccc1. The target protein (Q9Y5X5) has sequence MNSFFGTPAASWCLLESDVSSAPDKEAGRERRALSVQQRGGPAWSGSLEWSRQSAGDRRRLGLSRQTAKSSWSRSRDRTCCCRRAWWILVPAADRARRERFIMNEKWDTNSSENWHPIWNVNDTKHHLYSDINITYVNYYLHQPQVAAIFIISYFLIFFLCMMGNTVVCFIVMRNKHMHTVTNLFILNLAISDLLVGIFCMPITLLDNIIAGWPFGNTMCKISGLVQGISVAASVFTLVAIAVDRFQCVVYPFKPKLTIKTAFVIIMIIWVLAITIMSPSAVMLHVQEEKYYRVRLNSQNKTSPVYWCREDWPNQEMRKIYTTVLFANIYLAPLSLIVIMYGRIGISLFRAAVPHTGRKNQEQWHVVSRKKQKIIKMLLIVALLFILSWLPLWTLMMLSDYADLSPNELQIINIYIYPFAHWLAFGNSSVNPIIYGFFNENFRRGFQEAFQLQLCQKRAKPMEAYALKAKSHVLINTSNQLVQESTFQNPHGETLLYRKS.... The pKi is 6.6. (3) The drug is Nc1nc2nc(N3CCCCC3)[nH]c2c(=O)[nH]1. The pKi is 4.4. The target protein (P28720) has sequence MVEATAQETDRPRFSFSIAAREGKARTGTIEMKRGVIRTPAFMPVGTAATVKALKPETVRATGADIILGNTYHLMLRPGAERIAKLGGLHSFMGWDRPILTDSGGYQVMSLSSLTKQSEEGVTFKSHLDGSRHMLSPERSIEIQHLLGSDIVMAFDECTPYPATPSRAASSMERSMRWAKRSRDAFDSRKEQAENAALFGIQQGSVFENLRQQSADALAEIGFDGYAVGGLAVGEGQDEMFRVLDFSVPMLPDDKPHYLMGVGKPDDIVGAVERGIDMFDCVLPTRSGRNGQAFTWDGPINIRNARFSEDLTPLDSECHCAVCQKWSRAYIHHLIRAGEILGAMLMTEHNIAFYQQLMQKIRDSISEGRFSQFAQDFRARYFARNS. (4) The pKi is 7.2. The target protein sequence is MILNLTGKIAPIACGLLCCCSMVYAQGNDTSEVMLLDTGWEFSQSGTEKWMPATVPGTVHQDLISHELLPNPFYGMNEKKIQWVENEDWEYRTSFIVSEEQLNRDGIQLIFEGLDTYADVYLNGSLLLKADNMFVGYTLPVKSVLRKGENHLYIYFHSPIRQTLPQYASNGFNYPADNDHHEKHLSVFSRKAPYSYGWDWGIRMVTSGVWRPVTLRFYDIATISDYYVRQLSLTDENARLSNELIVNQIVPQKIPAEVRVNVSLNGTTVTEVKQQVTLQPGINHITLPAEVTNPVRWMPNGWGTPTLYDFSAQIACGDRIVAEQSHRIGLRTIRVVNEKDKDGESFYFEVNGIPMFAKGANYIPQDALLPNVTTERYQTLFRDMKEANMNMVRIWGGGTYENNLFYDLADENGILVWQDFMFACTPYPSDPTFLKRVEAEAVYNIRRLRNHASLAMWCGNNEILEALKYWGFEKKFTPEVYQGLMHGYDKLFRELLPSTV.... The compound is OC[C@@H]1[C@@H](O)[C@H](O)[C@H](O)c2nc(CCc3ccccc3)cn21. (5) The small molecule is CC(C(=O)O)N(Cc1ccccc1[N+](=O)[O-])S(=O)(=O)c1ccc([N+](=O)[O-])c(Cl)c1. The target protein (P43153) has sequence MKKNLKRGELTKLKLVERWSATFTLAAFILFNSSFKVLAADKKVENSNNGQITREINADQISKTELNNEVATDNNRPLGPSIAPSRARNNKIYTFDELNRMNYSDLVELIKTISYENVPDLFNFNDGSYTFFSNRDRVQAIIYGLEDSGRTYTADDDKGIPTLVEFLRAGYYLGFYNKQLSYLNTPQLKNECLPAMKAIQYNSNFRLGTKAQDGVVEALGRLIGNASADPEVINNCIYVLSDFKDNIDKYGSNYSKGNAVFNLMKGIDYYTNSVIYNTKGYDAKNTEFYNRIDPYMERLESLCTIGDKLNNDNAWLVNNALYYTGRMGKFREDPSISQRALERAMKEYPYLSYQYIEAANDLDLNFGGKNSSGNDIDFNKIKADAREKYLPKTYTFDDGKFVVKAGDKVTEEKIKRLYWASKEVKAQFMRVVQNDKALEEGNPDDILTVVIYNSPEEYKLNRIINGFSTDNGGIYIENIGTFFTYERTPEESIYTLEELF.... The pKi is 5.5. (6) The small molecule is CN(C)CCNCc1cn([C@H]2C[C@H](O)[C@@H](COP(=O)(O)O)O2)c(=O)[nH]c1=O. The target protein (Q2TA32) has sequence MPAAGSEPSRPPSPPGVQEQSAEPRPPPPPHGELQYLGQIEHILRCGFRRDDRTGTGTLSVFGMQARYNLRDEFPLLTTKRVFWKGVLEELLWFIKGSTNAKELSSKGVKIWDANGSRDFLDGLGFSDRAEGDLGPVYGFQWRHFGAEYKDMDSEYSGQGVDQLQKVIDTIKTNPNDRRIILCAWNPKDLPLMALPPCHALCQFYVVNGELSCQLYQRSGDMGLGVPFNIASYALLTYMIAHITDLKPGDFVHTLGDAHIYLNHIEPLKTQALMELRGQSSRSLDGDGQAGTSRWAPVATDTERDRCCELQREPRPFPKLKILRKVETIDDFQAEDFQIEGYNPNPTIKMEMAV. The pKi is 5.5. (7) The drug is CCNC(=O)[C@@H]1CCCN1C(=O)[C@H](CCCN=C(N)N)NC(=O)[C@H](CC(C)C)NC(=O)[C@@H](Cc1c[nH]c2ccccc12)NC(=O)[C@H](Cc1ccc(O)cc1)NC(=O)[C@H](CO)NC(=O)[C@H](Cc1c[nH]c2ccccc12)NC(=O)[C@H](Cc1cnc[nH]1)NC(=O)[C@@H]1CCC(=O)N1. The target protein (P07490) has sequence METIPKLMAAVVLLTVCLEGCSSQHWSYGLRPGGKRNTEHLVDSFQEMGKEEDQMAEPQNFECTVHWPRSPLRDLRGALERLIEEEAGQKKM. The pKi is 10.0.